Dataset: Reaction yield outcomes from USPTO patents with 853,638 reactions. Task: Predict the reaction yield, written as a fraction of the theoretical maximum amount of product (1.0 means a 100% yield; for example, 0.34 means a 34% yield). (1) The reactants are [Br:1]P(Br)Br.O[CH:6]([C:8]1[CH:9]=[C:10]([C:25]([N:27]2[CH2:31][CH2:30][CH2:29][CH2:28]2)=[O:26])[CH:11]=[C:12]2[C:17]=1[O:16][C:15]([N:18]1[CH2:23][CH2:22][O:21][CH2:20][CH2:19]1)=[CH:14][C:13]2=[O:24])[CH3:7]. The catalyst is ClCCCl.C(OCC)C. The product is [Br:1][CH:6]([C:8]1[CH:9]=[C:10]([C:25]([N:27]2[CH2:28][CH2:29][CH2:30][CH2:31]2)=[O:26])[CH:11]=[C:12]2[C:17]=1[O:16][C:15]([N:18]1[CH2:19][CH2:20][O:21][CH2:22][CH2:23]1)=[CH:14][C:13]2=[O:24])[CH3:7]. The yield is 1.00. (2) The reactants are [OH:1][C:2]1[CH:7]=[CH:6][CH:5]=[CH:4][C:3]=1[CH2:8][C:9]([O:11][CH2:12][C:13]1[CH:18]=[CH:17][C:16]([O:19][CH3:20])=[CH:15][CH:14]=1)=[O:10].C1CCC(N=C=NC2CCCCC2)CC1.CN(C1C=CC=CN=1)C.[C:45]([NH:55][C@H:56]([C:60](O)=[O:61])[CH:57]([CH3:59])[CH3:58])([O:47][CH2:48][C:49]1[CH:54]=[CH:53][CH:52]=[CH:51][CH:50]=1)=[O:46]. The catalyst is ClCCl. The product is [C:45]([NH:55][C@H:56]([C:60]([O:1][C:2]1[CH:7]=[CH:6][CH:5]=[CH:4][C:3]=1[CH2:8][C:9]([O:11][CH2:12][C:13]1[CH:14]=[CH:15][C:16]([O:19][CH3:20])=[CH:17][CH:18]=1)=[O:10])=[O:61])[CH:57]([CH3:59])[CH3:58])([O:47][CH2:48][C:49]1[CH:54]=[CH:53][CH:52]=[CH:51][CH:50]=1)=[O:46]. The yield is 0.930. (3) The reactants are [Cl:1][C:2]1[C:3]([C:8]([F:11])([F:10])[F:9])=[N:4][NH:5][C:6]=1[CH3:7].C(=O)([O-])[O-].[K+].[K+].[C:18]([O:22][C:23](=[O:26])CBr)([CH3:21])([CH3:20])[CH3:19]. The catalyst is C(#N)C. The product is [C:18]([O:22][C:23]([N:5]1[C:6]([CH3:7])=[C:2]([Cl:1])[C:3]([C:8]([F:9])([F:11])[F:10])=[N:4]1)=[O:26])([CH3:21])([CH3:20])[CH3:19]. The yield is 0.950. (4) The reactants are BrC[C:3]([C:5]1[NH:6][CH:7]=[CH:8][CH:9]=1)=[O:4].[Na+].[I-].[C:12]([O:20][CH2:21][CH3:22])(=[O:19])[CH2:13][C:14]([O:16][CH2:17][CH3:18])=[O:15].[H-].[Na+].[Br-].N[C@H](C(O)=O)CC1C=C2C(C=CC=C2)=CC=1.[Cl-].[NH4+]. The catalyst is COCCOC. The product is [CH2:21]([O:20][C:12](=[O:19])[CH:13]([C:3]([C:5]1[NH:6][CH:7]=[CH:8][CH:9]=1)=[O:4])[C:14]([O:16][CH2:17][CH3:18])=[O:15])[CH3:22]. The yield is 0.790. (5) The reactants are C(OC([N:8]1[C:13]2[CH:14]=[C:15]([Cl:42])[CH:16]=[C:17]([C:18]3[CH:19]=[N:20][N:21](C(C4C=CC=CC=4)(C4C=CC=CC=4)C4C=CC=CC=4)[CH:22]=3)[C:12]=2[O:11][CH:10]([C:43]([N:45]2[CH2:50][CH2:49][C:48]([C:59]#[N:60])([CH2:51][C:52]3[CH:57]=[CH:56][C:55]([F:58])=[CH:54][CH:53]=3)[CH2:47][CH2:46]2)=[O:44])[CH2:9]1)=O)(C)(C)C.C(O)(C(F)(F)F)=O. The catalyst is C(Cl)Cl. The product is [Cl:42][C:15]1[CH:16]=[C:17]([C:18]2[CH:22]=[N:21][NH:20][CH:19]=2)[C:12]2[O:11][CH:10]([C:43]([N:45]3[CH2:50][CH2:49][C:48]([CH2:51][C:52]4[CH:57]=[CH:56][C:55]([F:58])=[CH:54][CH:53]=4)([C:59]#[N:60])[CH2:47][CH2:46]3)=[O:44])[CH2:9][NH:8][C:13]=2[CH:14]=1. The yield is 0.955.